Dataset: Peptide-MHC class II binding affinity with 134,281 pairs from IEDB. Task: Regression. Given a peptide amino acid sequence and an MHC pseudo amino acid sequence, predict their binding affinity value. This is MHC class II binding data. The peptide sequence is FGYRKPLDNIKDNVGKMEDYIKK. The MHC is DRB1_0404 with pseudo-sequence DRB1_0404. The binding affinity (normalized) is 0.403.